Dataset: Catalyst prediction with 721,799 reactions and 888 catalyst types from USPTO. Task: Predict which catalyst facilitates the given reaction. (1) Reactant: [C:1]([O:5][C:6]([N:8]1[CH2:13][CH2:12][CH:11]([NH:14][C:15]2[CH:20]=[CH:19][C:18]([CH2:21][N:22]([C@H:29]([C:31]([CH3:34])([CH3:33])[CH3:32])[CH3:30])[C:23](=[O:28])[C:24]([F:27])([F:26])[F:25])=[CH:17][C:16]=2[N+:35]([O-])=O)[CH2:10][CH2:9]1)=[O:7])([CH3:4])([CH3:3])[CH3:2]. Product: [NH2:35][C:16]1[CH:17]=[C:18]([CH2:21][N:22]([C@H:29]([C:31]([CH3:34])([CH3:33])[CH3:32])[CH3:30])[C:23](=[O:28])[C:24]([F:27])([F:26])[F:25])[CH:19]=[CH:20][C:15]=1[NH:14][CH:11]1[CH2:10][CH2:9][N:8]([C:6]([O:5][C:1]([CH3:2])([CH3:4])[CH3:3])=[O:7])[CH2:13][CH2:12]1. The catalyst class is: 5. (2) Reactant: [F:1][C:2]1[CH:3]=[N:4][CH:5]=[CH:6][CH:7]=1.[Li+].CC([N-]C(C)C)C.[CH3:16][C:17]([CH3:19])=[O:18]. Product: [F:1][C:2]1[CH:3]=[N:4][CH:5]=[CH:6][C:7]=1[C:17]([OH:18])([CH3:19])[CH3:16]. The catalyst class is: 1. (3) Reactant: [ClH:1].[C:2]([O:10][C@@H:11]1[C@@H:15]([CH2:16][OH:17])[CH2:14][C@@H:13]([NH:18]C(OC(C)(C)C)=O)[C@@H:12]1[O:26][C:27](=[O:34])[C:28]1[CH:33]=[CH:32][CH:31]=[CH:30][CH:29]=1)(=[O:9])[C:3]1[CH:8]=[CH:7][CH:6]=[CH:5][CH:4]=1. Product: [ClH:1].[C:2]([O:10][C@@H:11]1[C@@H:15]([CH2:16][OH:17])[CH2:14][C@@H:13]([NH2:18])[C@@H:12]1[O:26][C:27](=[O:34])[C:28]1[CH:33]=[CH:32][CH:31]=[CH:30][CH:29]=1)(=[O:9])[C:3]1[CH:4]=[CH:5][CH:6]=[CH:7][CH:8]=1. The catalyst class is: 798. (4) Reactant: Cl.Cl.[CH2:3]([O:5][C:6]([C:8]1[C:9]([NH:13][NH2:14])=[N:10][NH:11][CH:12]=1)=[O:7])[CH3:4].C[O:16][C:17](=O)[N:18]=[C:19](SC)[C:20]([C:34]1[CH:43]=[C:42]([O:44][CH3:45])[C:37]2[O:38][CH2:39][CH2:40][O:41][C:36]=2[C:35]=1[F:46])=[N:21][C:22]1[CH:27]=[CH:26][C:25]([C:28]2[N:32]=[C:31]([CH3:33])[O:30][N:29]=2)=[CH:24][CH:23]=1.C(N(CC)CC)C. Product: [CH2:3]([O:5][C:6]([C:8]1[CH:12]=[N:11][NH:10][C:9]=1[N:13]1[C:17](=[O:16])[NH:18][C:19]([CH:20]([C:34]2[CH:43]=[C:42]([O:44][CH3:45])[C:37]3[O:38][CH2:39][CH2:40][O:41][C:36]=3[C:35]=2[F:46])[NH:21][C:22]2[CH:27]=[CH:26][C:25]([C:28]3[N:32]=[C:31]([CH3:33])[O:30][N:29]=3)=[CH:24][CH:23]=2)=[N:14]1)=[O:7])[CH3:4]. The catalyst class is: 3.